Task: Predict the product of the given reaction.. Dataset: Forward reaction prediction with 1.9M reactions from USPTO patents (1976-2016) (1) Given the reactants [CH3:1][N:2]1[C:6]2[CH:7]=[CH:8][CH:9]=[CH:10][C:5]=2[N:4]=[C:3]1[CH2:11][C:12]1[CH:27]=[CH:26][C:15]([C:16]([NH:18][C@H:19]([C:22]([O:24][CH3:25])=[O:23])[CH2:20][OH:21])=O)=[CH:14][CH:13]=1.CC[N+](S(N=C(OC)[O-])(=O)=O)(CC)CC, predict the reaction product. The product is: [CH3:1][N:2]1[C:6]2[CH:7]=[CH:8][CH:9]=[CH:10][C:5]=2[N:4]=[C:3]1[CH2:11][C:12]1[CH:13]=[CH:14][C:15]([C:16]2[O:21][CH2:20][CH:19]([C:22]([O:24][CH3:25])=[O:23])[N:18]=2)=[CH:26][CH:27]=1. (2) Given the reactants [CH:1]1([CH2:4][O:5][C:6]2[CH:11]=[CH:10][C:9]([O:12][CH3:13])=[CH:8][C:7]=2[C:14]2[C:15]3[NH:22][CH:21]=[C:20]([C:23](O)=[O:24])[C:16]=3[N:17]=[CH:18][N:19]=2)[CH2:3][CH2:2]1.[C:26]([O:30][C:31](=[O:40])[NH:32][C@H:33]1[CH2:38][CH2:37][C@@H:36]([NH2:39])[CH2:35][CH2:34]1)([CH3:29])([CH3:28])[CH3:27], predict the reaction product. The product is: [C:26]([O:30][C:31](=[O:40])[NH:32][C@H:33]1[CH2:34][CH2:35][C@@H:36]([NH:39][C:23]([C:20]2[C:16]3[N:17]=[CH:18][N:19]=[C:14]([C:7]4[CH:8]=[C:9]([O:12][CH3:13])[CH:10]=[CH:11][C:6]=4[O:5][CH2:4][CH:1]4[CH2:3][CH2:2]4)[C:15]=3[NH:22][CH:21]=2)=[O:24])[CH2:37][CH2:38]1)([CH3:29])([CH3:27])[CH3:28]. (3) Given the reactants [CH2:1]([C:3]1[O:7][C:6]([NH2:8])=[N:5][N:4]=1)[CH3:2].N1C=CC=CC=1.Cl[C:16]([O:18][CH2:19][C:20]([Cl:23])([Cl:22])[Cl:21])=[O:17].O, predict the reaction product. The product is: [CH2:1]([C:3]1[O:7][C:6]([NH:8][C:16](=[O:17])[O:18][CH2:19][C:20]([Cl:23])([Cl:22])[Cl:21])=[N:5][N:4]=1)[CH3:2].